From a dataset of Catalyst prediction with 721,799 reactions and 888 catalyst types from USPTO. Predict which catalyst facilitates the given reaction. (1) Reactant: [CH3:1][CH:2]([S:4]([NH:7][C@@H:8]1[CH2:12][CH2:11][CH2:10][C@@H:9]1[C:13]1[CH:18]=[CH:17][C:16]([N+:19]([O-])=O)=[CH:15][CH:14]=1)(=[O:6])=[O:5])[CH3:3].[H][H]. Product: [NH2:19][C:16]1[CH:15]=[CH:14][C:13]([C@H:9]2[CH2:10][CH2:11][CH2:12][C@H:8]2[NH:7][S:4]([CH:2]([CH3:3])[CH3:1])(=[O:6])=[O:5])=[CH:18][CH:17]=1. The catalyst class is: 63. (2) Reactant: [CH2:1]([NH:3][S:4]([CH3:7])(=[O:6])=[O:5])[CH3:2].[H-].[Na+].F[C:11]1[CH:16]=[C:15]([F:17])[CH:14]=[CH:13][C:12]=1[N+:18]([O-:20])=[O:19].O. Product: [CH2:1]([N:3]([C:11]1[CH:16]=[C:15]([F:17])[CH:14]=[CH:13][C:12]=1[N+:18]([O-:20])=[O:19])[S:4]([CH3:7])(=[O:6])=[O:5])[CH3:2]. The catalyst class is: 3. (3) Reactant: Br[C:2]1[S:6][C:5]([C:7]2[CH:12]=[CH:11][N:10]=[C:9]([NH:13][CH:14]3[CH2:19][C:18]([CH3:21])([CH3:20])[NH:17][C:16]([CH3:23])([CH3:22])[CH2:15]3)[N:8]=2)=[CH:4][CH:3]=1.[Li]CCCC.[CH3:29][N:30]1[CH2:35][CH2:34][C:33](=[O:36])[CH2:32][CH2:31]1. Product: [CH3:29][N:30]1[CH2:35][CH2:34][C:33]([C:2]2[S:6][C:5]([C:7]3[CH:12]=[CH:11][N:10]=[C:9]([NH:13][CH:14]4[CH2:19][C:18]([CH3:21])([CH3:20])[NH:17][C:16]([CH3:23])([CH3:22])[CH2:15]4)[N:8]=3)=[CH:4][CH:3]=2)([OH:36])[CH2:32][CH2:31]1. The catalyst class is: 1. (4) Product: [CH3:2][O:3][C:4]1[CH:11]=[C:10]([O:12][CH3:13])[CH:9]=[CH:8][C:5]=1[CH2:6][NH:7][S:18]([CH2:17][CH2:16][CH2:15][Cl:14])(=[O:20])=[O:19]. The catalyst class is: 2. Reactant: Cl.[CH3:2][O:3][C:4]1[CH:11]=[C:10]([O:12][CH3:13])[CH:9]=[CH:8][C:5]=1[CH2:6][NH2:7].[Cl:14][CH2:15][CH2:16][CH2:17][S:18](Cl)(=[O:20])=[O:19]. (5) Reactant: Cl.[NH2:2][C:3]1[CH:8]=[CH:7][CH:6]=[C:5]([Br:9])[C:4]=1[OH:10].C(OCC)(=O)C.C(=O)([O-])O.[Na+].[Cl:22][CH:23]([C:27]1[CH:32]=[CH:31][CH:30]=[CH:29][CH:28]=1)[C:24](Cl)=[O:25]. Product: [Br:9][C:5]1[C:4]([OH:10])=[C:3]([NH:2][C:24](=[O:25])[CH:23]([Cl:22])[C:27]2[CH:32]=[CH:31][CH:30]=[CH:29][CH:28]=2)[CH:8]=[CH:7][CH:6]=1. The catalyst class is: 6. (6) Reactant: [CH:1]1([C:4]2[CH:17]=[CH:16][C:7]([O:8][C:9](=[CH:14][CH3:15])[C:10]([O:12]C)=[O:11])=[CH:6][CH:5]=2)[CH2:3][CH2:2]1.C1COCC1.O.[OH-].[Li+]. Product: [CH:1]1([C:4]2[CH:17]=[CH:16][C:7]([O:8][C:9](=[CH:14][CH3:15])[C:10]([OH:12])=[O:11])=[CH:6][CH:5]=2)[CH2:3][CH2:2]1. The catalyst class is: 6. (7) Reactant: [C:1]([O:5][C:6]([NH:8][CH2:9][C:10]1[CH:19]=[CH:18][C:13]([C:14]([O:16]C)=[O:15])=[C:12]([Cl:20])[CH:11]=1)=[O:7])([CH3:4])([CH3:3])[CH3:2].[OH-].[Li+]. Product: [C:1]([O:5][C:6]([NH:8][CH2:9][C:10]1[CH:19]=[CH:18][C:13]([C:14]([OH:16])=[O:15])=[C:12]([Cl:20])[CH:11]=1)=[O:7])([CH3:4])([CH3:2])[CH3:3]. The catalyst class is: 8.